Predict which catalyst facilitates the given reaction. From a dataset of Catalyst prediction with 721,799 reactions and 888 catalyst types from USPTO. (1) Reactant: [C:1]([C:3]1[CH:4]=[C:5]2[C:10](=[CH:11][C:12]=1[OH:13])[N:9]=[CH:8][CH:7]=[C:6]2[O:14][C:15]1[CH:16]=[C:17]2[C:21](=[CH:22][CH:23]=1)[NH:20][CH:19]=[CH:18]2)#[N:2].[C:24](=[O:27])([O-:26])[O-:25].[K+].[K+].C(OC([N:37]1[CH2:42][CH2:41][CH:40]([CH2:43]Br)[CH2:39][CH2:38]1)=O)(C)(C)C.O. Product: [C:1]([C:3]1[CH:4]=[C:5]2[C:10](=[CH:11][C:12]=1[O:13][CH2:43][CH:40]1[CH2:41][CH2:42][N:37]([O:27][C:24]([O:26][C:3]([CH3:4])([CH3:12])[CH3:1])=[O:25])[CH2:38][CH2:39]1)[N:9]=[CH:8][CH:7]=[C:6]2[O:14][C:15]1[CH:16]=[C:17]2[C:21](=[CH:22][CH:23]=1)[NH:20][CH:19]=[CH:18]2)#[N:2]. The catalyst class is: 9. (2) Product: [CH:1]([C:4]1[CH:19]=[CH:18][C:7]([CH2:8][C:9]2[C:14]([CH3:15])=[CH:13][C:12]([CH3:16])=[CH:11][C:10]=2[O:17][CH2:27][C:28]([CH3:29])=[O:30])=[CH:6][CH:5]=1)([CH3:3])[CH3:2]. The catalyst class is: 95. Reactant: [CH:1]([C:4]1[CH:19]=[CH:18][C:7]([CH2:8][C:9]2[C:14]([CH3:15])=[CH:13][C:12]([CH3:16])=[CH:11][C:10]=2[OH:17])=[CH:6][CH:5]=1)([CH3:3])[CH3:2].C(=O)([O-])[O-].[K+].[K+].Cl[CH2:27][C:28](=[O:30])[CH3:29].[I-].[K+]. (3) The catalyst class is: 4. Reactant: [NH2:1][C:2]1[CH:10]=[C:9]([F:11])[CH:8]=[C:7]2[C:3]=1[CH:4]=[N:5][N:6]2[C:12]([C:18]1[CH:23]=[CH:22][C:21]([C:24]([F:27])([F:26])[F:25])=[CH:20][CH:19]=1)([CH2:16][CH3:17])[CH:13]([OH:15])[CH3:14].CCN(CC)CC.[O:35](S(C)(=O)=O)[S:36]([CH3:39])(=O)=[O:37]. Product: [F:11][C:9]1[CH:8]=[C:7]2[C:3]([CH:4]=[N:5][N:6]2[C:12]([C:18]2[CH:23]=[CH:22][C:21]([C:24]([F:27])([F:26])[F:25])=[CH:20][CH:19]=2)([CH2:16][CH3:17])[CH:13]([OH:15])[CH3:14])=[C:2]([N:1]([S:36]([CH3:39])(=[O:37])=[O:35])[S:36]([CH3:39])(=[O:37])=[O:35])[CH:10]=1. (4) Reactant: [NH2:1][C:2]1([CH2:8]O)[CH2:7][CH2:6][O:5][CH2:4][CH2:3]1.C(N(CC)CC)C.[C:17]1([CH3:27])[CH:22]=[CH:21][C:20]([S:23](Cl)(=[O:25])=[O:24])=[CH:19][CH:18]=1. Product: [CH3:27][C:17]1[CH:22]=[CH:21][C:20]([S:23]([N:1]2[C:2]3([CH2:7][CH2:6][O:5][CH2:4][CH2:3]3)[CH2:8]2)(=[O:25])=[O:24])=[CH:19][CH:18]=1. The catalyst class is: 154.